From a dataset of Reaction yield outcomes from USPTO patents with 853,638 reactions. Predict the reaction yield, written as a fraction of the theoretical maximum amount of product (1.0 means a 100% yield; for example, 0.34 means a 34% yield). The reactants are [NH2:1][C:2]1([CH3:17])[C:6]2([CH2:8][CH2:7]2)[C:5](=O)[N:4]([CH2:10][C:11]2[CH:16]=[CH:15][CH:14]=[CH:13][CH:12]=2)[CH2:3]1.[H-].[Al+3].[Li+].[H-].[H-].[H-].O.[OH-].[Na+]. The catalyst is O1CCCC1.C1(C)C=CC=CC=1. The product is [NH2:1][C:2]1([CH3:17])[C:6]2([CH2:8][CH2:7]2)[CH2:5][N:4]([CH2:10][C:11]2[CH:16]=[CH:15][CH:14]=[CH:13][CH:12]=2)[CH2:3]1. The yield is 0.986.